This data is from Full USPTO retrosynthesis dataset with 1.9M reactions from patents (1976-2016). The task is: Predict the reactants needed to synthesize the given product. (1) Given the product [CH3:10][N:5]1[C:4]([CH2:11][N:12]2[CH2:13][CH2:14][N:15]([C:18]([O:20][C:21]([CH3:22])([CH3:23])[CH3:24])=[O:19])[CH2:16][CH2:17]2)=[C:3]([CH2:1][N:25]2[CH2:30][CH2:29][O:28][CH2:27][CH2:26]2)[S:7]/[C:6]/1=[N:8]\[CH3:9], predict the reactants needed to synthesize it. The reactants are: [CH:1]([C:3]1[S:7]/[C:6](=[N:8]\[CH3:9])/[N:5]([CH3:10])[C:4]=1[CH2:11][N:12]1[CH2:17][CH2:16][N:15]([C:18]([O:20][C:21]([CH3:24])([CH3:23])[CH3:22])=[O:19])[CH2:14][CH2:13]1)=O.[NH:25]1[CH2:30][CH2:29][O:28][CH2:27][CH2:26]1.C(=O)([O-])[O-].[K+].[K+]. (2) Given the product [Br:1][C:2]1[CH:7]=[CH:6][CH:5]=[CH:4][C:3]=1[C:8]1[N:13]([CH2:14][C:15]2[CH:16]=[CH:17][C:18]([C:21]([CH3:23])([CH3:22])[CH3:24])=[CH:19][CH:20]=2)[C:12](=[O:25])[C:11]([C:45]([NH:46][CH2:59][C:60]([OH:62])=[O:61])=[O:70])=[C:10]([OH:26])[N:9]=1, predict the reactants needed to synthesize it. The reactants are: [Br:1][C:2]1[CH:7]=[CH:6][CH:5]=[CH:4][C:3]=1[C:8]1[N:13]([CH2:14][C:15]2[CH:20]=[CH:19][C:18]([C:21]([CH3:24])([CH3:23])[CH3:22])=[CH:17][CH:16]=2)[C:12](=[O:25])[CH:11]=[C:10]([OH:26])[N:9]=1.[Cl-].C[Al+]C.CCCCCC.C(C1C=CC([CH2:45][NH2:46])=CC=1)(C)(C)C.BrC1C=CC=CC=1C#N.C(OCC)(=O)[CH2:59][C:60]([O:62]CC)=[O:61].C[O-:70].[Na+].CO. (3) Given the product [CH3:23][O:24][CH2:25][CH2:26][N:18]1[CH2:19][CH2:20][N:15]([C:12]2[CH:11]=[CH:10][C:9]([C:6]3[CH:5]=[CH:4][C:3]([C:2]([F:1])([F:21])[F:22])=[CH:8][CH:7]=3)=[CH:14][N:13]=2)[CH2:16][CH2:17]1, predict the reactants needed to synthesize it. The reactants are: [F:1][C:2]([F:22])([F:21])[C:3]1[CH:8]=[CH:7][C:6]([C:9]2[CH:10]=[CH:11][C:12]([N:15]3[CH2:20][CH2:19][NH:18][CH2:17][CH2:16]3)=[N:13][CH:14]=2)=[CH:5][CH:4]=1.[CH3:23][O:24][CH2:25][CH2:26]Br.